Dataset: Catalyst prediction with 721,799 reactions and 888 catalyst types from USPTO. Task: Predict which catalyst facilitates the given reaction. (1) Reactant: [OH:1][CH2:2][C@@H:3]([NH:7][C:8]([C:10]1[NH:11][C:12]([C:15]2[CH:20]=[C:19]([O:21][Si:22]([CH:29]([CH3:31])[CH3:30])([CH:26]([CH3:28])[CH3:27])[CH:23]([CH3:25])[CH3:24])[CH:18]=[C:17]([O:32][C@@H:33]([CH3:37])[CH2:34][O:35][CH3:36])[CH:16]=2)=[CH:13][CH:14]=1)=[O:9])[C@H:4]([OH:6])[CH3:5].[CH:38]([Si:41]([CH:46]([CH3:48])[CH3:47])([CH:43]([CH3:45])[CH3:44])Cl)([CH3:40])[CH3:39].C(N(CC)CC)C.[Cl-].[NH4+]. Product: [OH:6][C@H:4]([CH3:5])[C@H:3]([NH:7][C:8]([C:10]1[NH:11][C:12]([C:15]2[CH:20]=[C:19]([O:21][Si:22]([CH:29]([CH3:31])[CH3:30])([CH:23]([CH3:24])[CH3:25])[CH:26]([CH3:27])[CH3:28])[CH:18]=[C:17]([O:32][C@@H:33]([CH3:37])[CH2:34][O:35][CH3:36])[CH:16]=2)=[CH:13][CH:14]=1)=[O:9])[CH2:2][O:1][Si:41]([CH:46]([CH3:48])[CH3:47])([CH:43]([CH3:45])[CH3:44])[CH:38]([CH3:40])[CH3:39]. The catalyst class is: 172. (2) Reactant: [NH2:1][CH:2]1[CH2:7][CH2:6][C:5]([NH:9]C(=O)OC(C)(C)C)([CH3:8])[CH2:4][CH2:3]1.C(O)C.[ClH:20]. Product: [ClH:20].[ClH:20].[CH3:8][C:5]1([NH2:9])[CH2:6][CH2:7][CH:2]([NH2:1])[CH2:3][CH2:4]1. The catalyst class is: 13. (3) Reactant: [C:1]([C:4]1[C:12]2[C:7](=[CH:8][C:9]([O:13][C:14]3[N:19]=[CH:18][CH:17]=[CH:16][N:15]=3)=[CH:10][CH:11]=2)[N:6]([CH2:20][C:21]([O:23]C(C)(C)C)=[O:22])[CH:5]=1)(=[O:3])[CH3:2].C(O)(C(F)(F)F)=O. Product: [C:1]([C:4]1[C:12]2[C:7](=[CH:8][C:9]([O:13][C:14]3[N:15]=[CH:16][CH:17]=[CH:18][N:19]=3)=[CH:10][CH:11]=2)[N:6]([CH2:20][C:21]([OH:23])=[O:22])[CH:5]=1)(=[O:3])[CH3:2]. The catalyst class is: 2. (4) Reactant: [Br-].[F:2][C:3]1[C:4]2[CH2:5][CH:6]3[C:15](=[N+:16]4CCCC4)[CH:9]([CH2:10][C:11]=2[CH:12]=[CH:13][CH:14]=1)[CH2:8][CH2:7]3.Cl.NO.O.O.O.C([O-])(=[O:29])C.[Na+].C(O)C.O. Product: [F:2][C:3]1[C:4]2[CH2:5][CH:6]3[C:15](=[N:16][OH:29])[CH:9]([CH2:10][C:11]=2[CH:12]=[CH:13][CH:14]=1)[CH2:8][CH2:7]3. The catalyst class is: 6.